Dataset: Reaction yield outcomes from USPTO patents with 853,638 reactions. Task: Predict the reaction yield, written as a fraction of the theoretical maximum amount of product (1.0 means a 100% yield; for example, 0.34 means a 34% yield). (1) The reactants are C([N:8]1[CH:21]=[C:20]([C:22]2[CH:27]=[CH:26][CH:25]=[C:24]([S:28]([CH2:31][CH3:32])(=[O:30])=[O:29])[CH:23]=2)[C:11]2[C:12]3[CH:18]=[C:17]([CH3:19])[CH:16]=[N:15][C:13]=3[NH:14][C:10]=2[C:9]1=[O:33])C1C=CC=CC=1. The catalyst is C(OC(=O)C)(=O)C. The product is [CH2:31]([S:28]([C:24]1[CH:23]=[C:22]([C:20]2[C:11]3[C:12]4[CH:18]=[C:17]([CH3:19])[CH:16]=[N:15][C:13]=4[NH:14][C:10]=3[C:9](=[O:33])[NH:8][CH:21]=2)[CH:27]=[CH:26][CH:25]=1)(=[O:29])=[O:30])[CH3:32]. The yield is 0.240. (2) The reactants are [N:1]([C@@H:4]([CH2:16][O:17][C:18](C1C=CC=CC=1)(C1C=CC=CC=1)C1C=CC=CC=1)[C@@H:5]([C@@H:8]1[CH2:13][CH2:12][O:11]C(C)(C)[O:9]1)C=C)=[N+:2]=[N-:3]. The catalyst is CO. The product is [N:1]([C@@H:4]1[C@@H:5]2[C@@H:18]([O:11][CH2:12][CH2:13][C@@H:8]2[OH:9])[O:17][CH2:16]1)=[N+:2]=[N-:3]. The yield is 0.740. (3) The product is [CH3:1][O:2][C:3]1[CH:8]=[CH:7][C:6]([C:9]([F:12])([F:11])[F:10])=[CH:5][C:4]=1[NH:13][C:14]([NH:16][C:17]1[CH:18]=[CH:19][C:20]([O:21][C:22]2[CH:23]=[C:24]3[C:28](=[CH:29][CH:30]=2)[C:27](=[O:31])[NH:26][C:25]3=[O:32])=[CH:33][CH:34]=1)=[O:15]. The reactants are [CH3:1][O:2][C:3]1[CH:8]=[CH:7][C:6]([C:9]([F:12])([F:11])[F:10])=[CH:5][C:4]=1[N:13]=[C:14]=[O:15].[NH2:16][C:17]1[CH:34]=[CH:33][C:20]([O:21][C:22]2[CH:23]=[C:24]3[C:28](=[CH:29][CH:30]=2)[C:27](=[O:31])[NH:26][C:25]3=[O:32])=[CH:19][CH:18]=1.CO. The catalyst is C(Cl)Cl. The yield is 0.960. (4) The yield is 0.715. The catalyst is C1COCC1. The product is [F:32][C:33]1[CH:38]=[CH:37][C:36]([C:39](=[O:42])[CH2:40][NH:41][C:14]([CH:11]2[CH2:10][CH2:9][N:8]([C:6]([O:5][C:1]([CH3:2])([CH3:3])[CH3:4])=[O:7])[CH2:13][CH2:12]2)=[O:16])=[CH:35][C:34]=1[C:43]([F:44])([F:45])[F:46]. The reactants are [C:1]([O:5][C:6]([N:8]1[CH2:13][CH2:12][CH:11]([C:14]([OH:16])=O)[CH2:10][CH2:9]1)=[O:7])([CH3:4])([CH3:3])[CH3:2].CN1CCOCC1.CC(C)CC(Cl)=O.[Cl-].[F:32][C:33]1[CH:38]=[CH:37][C:36]([C:39](=[O:42])[CH2:40][NH3+:41])=[CH:35][C:34]=1[C:43]([F:46])([F:45])[F:44].